Dataset: Reaction yield outcomes from USPTO patents with 853,638 reactions. Task: Predict the reaction yield, written as a fraction of the theoretical maximum amount of product (1.0 means a 100% yield; for example, 0.34 means a 34% yield). (1) The reactants are [Si:1]([O:8][CH2:9][C@@H:10]1[C@H:14]2[O:15][C:16]([CH3:19])([CH3:18])[O:17][C@H:13]2[CH:12]([CH2:20][C:21]#[N:22])[N:11]1O)([C:4]([CH3:7])([CH3:6])[CH3:5])([CH3:3])[CH3:2].C(O)(=O)C. The catalyst is C(OCC)(=O)C.[Zn]. The product is [Si:1]([O:8][CH2:9][C@@H:10]1[C@H:14]2[O:15][C:16]([CH3:19])([CH3:18])[O:17][C@H:13]2[C@H:12]([CH2:20][C:21]#[N:22])[NH:11]1)([C:4]([CH3:6])([CH3:7])[CH3:5])([CH3:3])[CH3:2]. The yield is 1.00. (2) The reactants are [CH2:1]([C:5]1[CH:14]=[C:13]2[C:8]([CH2:9][CH2:10][C:11]3[N:12]2[C:15]([C:21]2[CH:25]=[CH:24][S:23][CH:22]=2)=[N:16][C:17]=3[C:18](O)=[O:19])=[CH:7][C:6]=1[O:26][CH3:27])[CH:2]([CH3:4])[CH3:3].C(Cl)Cl.C(P1(=O)OP(=O)(CCC)OP(=O)(CCC)O1)CC.[CH3:49][C:50]1([CH3:56])[CH2:55][O:54][CH2:53][CH2:52][NH:51]1.C(N(C(C)C)C(C)C)C. No catalyst specified. The product is [CH3:49][C:50]1([CH3:56])[N:51]([C:18]([C:17]2[N:16]=[C:15]([C:21]3[CH:25]=[CH:24][S:23][CH:22]=3)[N:12]3[C:13]4[C:8](=[CH:7][C:6]([O:26][CH3:27])=[C:5]([CH2:1][CH:2]([CH3:3])[CH3:4])[CH:14]=4)[CH2:9][CH2:10][C:11]=23)=[O:19])[CH2:52][CH2:53][O:54][CH2:55]1. The yield is 0.670.